Dataset: NCI-60 drug combinations with 297,098 pairs across 59 cell lines. Task: Regression. Given two drug SMILES strings and cell line genomic features, predict the synergy score measuring deviation from expected non-interaction effect. (1) Drug 1: C1CC(=O)NC(=O)C1N2CC3=C(C2=O)C=CC=C3N. Drug 2: CC1=C2C(C(=O)C3(C(CC4C(C3C(C(C2(C)C)(CC1OC(=O)C(C(C5=CC=CC=C5)NC(=O)C6=CC=CC=C6)O)O)OC(=O)C7=CC=CC=C7)(CO4)OC(=O)C)O)C)OC(=O)C. Cell line: LOX IMVI. Synergy scores: CSS=12.1, Synergy_ZIP=-11.0, Synergy_Bliss=-14.5, Synergy_Loewe=-27.1, Synergy_HSA=-10.6. (2) Drug 1: C1=NC2=C(N=C(N=C2N1C3C(C(C(O3)CO)O)F)Cl)N. Drug 2: C1C(C(OC1N2C=NC3=C2NC=NCC3O)CO)O. Cell line: NCI-H460. Synergy scores: CSS=1.62, Synergy_ZIP=-1.05, Synergy_Bliss=-1.92, Synergy_Loewe=1.15, Synergy_HSA=-2.12. (3) Drug 1: CC1=C2C(C(=O)C3(C(CC4C(C3C(C(C2(C)C)(CC1OC(=O)C(C(C5=CC=CC=C5)NC(=O)C6=CC=CC=C6)O)O)OC(=O)C7=CC=CC=C7)(CO4)OC(=O)C)O)C)OC(=O)C. Drug 2: CC(C)CN1C=NC2=C1C3=CC=CC=C3N=C2N. Cell line: 786-0. Synergy scores: CSS=40.1, Synergy_ZIP=0.747, Synergy_Bliss=0.345, Synergy_Loewe=-10.5, Synergy_HSA=0.539. (4) Drug 1: C1=NC2=C(N=C(N=C2N1C3C(C(C(O3)CO)O)F)Cl)N. Drug 2: C(CC(=O)O)C(=O)CN.Cl. Cell line: UACC-257. Synergy scores: CSS=3.62, Synergy_ZIP=-2.13, Synergy_Bliss=-2.23, Synergy_Loewe=-1.02, Synergy_HSA=-1.81. (5) Drug 2: C1=NC2=C(N1)C(=S)N=CN2. Cell line: SK-OV-3. Synergy scores: CSS=0.331, Synergy_ZIP=-10.8, Synergy_Bliss=-21.4, Synergy_Loewe=-31.6, Synergy_HSA=-21.7. Drug 1: CC12CCC(CC1=CCC3C2CCC4(C3CC=C4C5=CN=CC=C5)C)O. (6) Cell line: NCI-H522. Drug 1: C(=O)(N)NO. Drug 2: N.N.Cl[Pt+2]Cl. Synergy scores: CSS=70.3, Synergy_ZIP=-2.77, Synergy_Bliss=0.340, Synergy_Loewe=-8.23, Synergy_HSA=3.90. (7) Synergy scores: CSS=55.3, Synergy_ZIP=-3.36, Synergy_Bliss=-1.55, Synergy_Loewe=-6.53, Synergy_HSA=1.43. Cell line: UACC62. Drug 2: CC1C(C(CC(O1)OC2CC(CC3=C2C(=C4C(=C3O)C(=O)C5=C(C4=O)C(=CC=C5)OC)O)(C(=O)CO)O)N)O.Cl. Drug 1: C1C(C(OC1N2C=NC(=NC2=O)N)CO)O. (8) Cell line: IGROV1. Drug 2: CS(=O)(=O)OCCCCOS(=O)(=O)C. Synergy scores: CSS=1.47, Synergy_ZIP=-2.73, Synergy_Bliss=-2.98, Synergy_Loewe=-6.28, Synergy_HSA=-2.70. Drug 1: C1C(C(OC1N2C=NC3=C(N=C(N=C32)Cl)N)CO)O.